From a dataset of Reaction yield outcomes from USPTO patents with 853,638 reactions. Predict the reaction yield, written as a fraction of the theoretical maximum amount of product (1.0 means a 100% yield; for example, 0.34 means a 34% yield). (1) The reactants are [H-].[Na+].CS(C)=O.[ClH:7].[NH2:8][C:9]1[CH:14]=[CH:13][C:12]([OH:15])=[CH:11][C:10]=1Cl.Cl[C:18]1[C:27]2[C:22](=[CH:23][C:24]([O:30][CH3:31])=[C:25]([O:28][CH3:29])[CH:26]=2)[N:21]=[CH:20][CH:19]=1. The catalyst is O. The product is [Cl:7][C:11]1[CH:10]=[C:9]([CH:14]=[CH:13][C:12]=1[O:15][C:18]1[C:27]2[C:22](=[CH:23][C:24]([O:30][CH3:31])=[C:25]([O:28][CH3:29])[CH:26]=2)[N:21]=[CH:20][CH:19]=1)[NH2:8]. The yield is 0.600. (2) The reactants are [C:1]([C:3]1[CH:8]=[CH:7][C:6]([NH:9][C:10](=[O:18])[C:11]2[CH:16]=[CH:15][C:14]([CH3:17])=[CH:13][CH:12]=2)=[CH:5][CH:4]=1)#[CH:2].Br[C:20]1[CH:21]=[N:22][CH:23]=[C:24]([CH:37]=1)[C:25]([N:27]=[S@@:28]([CH3:36])(=[O:35])[C:29]1[CH:34]=[CH:33][CH:32]=[CH:31][CH:30]=1)=[O:26]. No catalyst specified. The product is [CH3:17][C:14]1[CH:15]=[CH:16][C:11]([C:10]([NH:9][C:6]2[CH:5]=[CH:4][C:3]([C:1]#[C:2][C:20]3[CH:21]=[N:22][CH:23]=[C:24]([CH:37]=3)[C:25]([N:27]=[S@@:28]([CH3:36])(=[O:35])[C:29]3[CH:34]=[CH:33][CH:32]=[CH:31][CH:30]=3)=[O:26])=[CH:8][CH:7]=2)=[O:18])=[CH:12][CH:13]=1. The yield is 0.810. (3) The reactants are FC(F)(F)C([O-])=O.[CH2:8]1[C:10]2([CH2:15][CH2:14][NH:13][CH2:12][CH2:11]2)[CH:9]1[C:16]([O:18][CH2:19][CH3:20])=[O:17].C(=O)([O-])[O-].[K+].[K+].F[C:28]1[CH:33]=[CH:32][C:31]([N+:34]([O-:36])=[O:35])=[CH:30][CH:29]=1. The catalyst is CN(C=O)C. The product is [N+:34]([C:31]1[CH:32]=[CH:33][C:28]([N:13]2[CH2:14][CH2:15][C:10]3([CH2:8][CH:9]3[C:16]([O:18][CH2:19][CH3:20])=[O:17])[CH2:11][CH2:12]2)=[CH:29][CH:30]=1)([O-:36])=[O:35]. The yield is 0.600. (4) The reactants are [Cl:1][C:2]1[CH:7]=[C:6](F)[CH:5]=[CH:4][N:3]=1.Cl.[NH2:10][C:11]1[C:20]2[C:15](=[CH:16][CH:17]=[CH:18][CH:19]=2)[C:14]([OH:21])=[CH:13][CH:12]=1.CC(C)([O-])C.[K+]. The catalyst is CN1C(=O)CCC1.O. The product is [Cl:1][C:2]1[CH:7]=[C:6]([O:21][C:14]2[C:15]3[C:20](=[CH:19][CH:18]=[CH:17][CH:16]=3)[C:11]([NH2:10])=[CH:12][CH:13]=2)[CH:5]=[CH:4][N:3]=1. The yield is 0.920.